This data is from Catalyst prediction with 721,799 reactions and 888 catalyst types from USPTO. The task is: Predict which catalyst facilitates the given reaction. Reactant: [NH2:1][C:2]1[CH:3]=[C:4]([C:8]([O:10][CH3:11])=[O:9])[S:5][C:6]=1[CH3:7].[S:12]1[CH:16]=[CH:15][CH:14]=[C:13]1[S:17](Cl)(=[O:19])=[O:18]. Product: [CH3:7][C:6]1[S:5][C:4]([C:8]([O:10][CH3:11])=[O:9])=[CH:3][C:2]=1[NH:1][S:17]([C:13]1[S:12][CH:16]=[CH:15][CH:14]=1)(=[O:19])=[O:18]. The catalyst class is: 17.